From a dataset of Full USPTO retrosynthesis dataset with 1.9M reactions from patents (1976-2016). Predict the reactants needed to synthesize the given product. (1) Given the product [CH2:16]([C:12]1([CH2:22][CH:21]=[CH2:20])[C:11]2[CH:10]=[CH:9][CH:8]=[CH:7][C:6]=2[C:5]2[C:13]1=[CH:1][CH:2]=[CH:3][CH:4]=2)[CH:15]=[CH2:18], predict the reactants needed to synthesize it. The reactants are: [CH:1]1[C:13]2[CH2:12][C:11]3[C:6](=[CH:7][CH:8]=[CH:9][CH:10]=3)[C:5]=2[CH:4]=[CH:3][CH:2]=1.C[C:15]([CH3:18])([O-])[CH3:16].[K+].[CH2:20](Cl)[CH:21]=[CH2:22].[Cl-]. (2) Given the product [C:1]1([OH:7])[CH:6]=[CH:5][CH:4]=[CH:3][CH:2]=1.[CH:15]1[C:13]([OH:14])=[CH:12][CH:6]=[CH:1][C:2]=1[CH3:3].[Na+:10].[Cl-:8], predict the reactants needed to synthesize it. The reactants are: [C:1]1([OH:7])[CH:6]=[CH:5][CH:4]=[CH:3][CH:2]=1.[ClH:8].[OH-].[Na+:10].O[CH2:12][CH:13]([CH2:15]O)[OH:14].